From a dataset of Reaction yield outcomes from USPTO patents with 853,638 reactions. Predict the reaction yield, written as a fraction of the theoretical maximum amount of product (1.0 means a 100% yield; for example, 0.34 means a 34% yield). The reactants are [C:1]([C:3]1[CH:8]=[CH:7][C:6]([C@H:9]([NH:11][C:12]([C:14]2[C:22]3[C:17](=[N:18][CH:19]=[C:20]([C:23]4[C:31]5[C:26](=[CH:27][C:28]([F:32])=[CH:29][CH:30]=5)[N:25]([CH3:33])[N:24]=4)[N:21]=3)[N:16](COCC[Si](C)(C)C)[CH:15]=2)=[O:13])[CH3:10])=[CH:5][CH:4]=1)#[N:2].CCCC[N+](CCCC)(CCCC)CCCC.[F-]. The catalyst is C1COCC1. The product is [C:1]([C:3]1[CH:4]=[CH:5][C:6]([C@H:9]([NH:11][C:12]([C:14]2[C:22]3[C:17](=[N:18][CH:19]=[C:20]([C:23]4[C:31]5[C:26](=[CH:27][C:28]([F:32])=[CH:29][CH:30]=5)[N:25]([CH3:33])[N:24]=4)[N:21]=3)[NH:16][CH:15]=2)=[O:13])[CH3:10])=[CH:7][CH:8]=1)#[N:2]. The yield is 0.190.